Task: Binary Classification. Given a miRNA mature sequence and a target amino acid sequence, predict their likelihood of interaction.. Dataset: Experimentally validated miRNA-target interactions with 360,000+ pairs, plus equal number of negative samples (1) The miRNA is hsa-miR-3975 with sequence UGAGGCUAAUGCACUACUUCAC. The protein sequence of the target gene is MDTESNRRANLALPQEPSSVPAFEVLEISPQEVSSGRLLKSASSPPLHTWLTVLKKEQEFLGVTQILTAMICLCFGTVVCSVLDISHIEGDIFSSFKAGYPFWGAIFFSISGMLSIISERRNATYLVRGSLGANTASSIAGGTGITILIINLKKSLAYIHIHSCQKFFETKCFMASFSTEIVVMMLFLTILGLGSAVSLTICGAGEELKGNKVPEDRVYEELNIYSATYSELEDPGEMSPPIDL. Result: 0 (no interaction). (2) The miRNA is hsa-miR-487a-5p with sequence GUGGUUAUCCCUGCUGUGUUCG. The protein sequence of the target gene is MASASEPPASPRDAADQNFDYMFKLLLIGNSSVGKTSFLFRYADDSFTPAFVSTVGIDFKVKTVYRHDKRIKLQIWDTAGQERYRTITTAYYRGAMGFLLMYDIANQESFTAVQDWATQIKTYSWDNAQVILVGNKCDLEDERVVPAEDGRRLADDLGFEFFEASAKENINVKQVFERLVDIICDKMNESLEPSSSPGSNGKGPALGDTPPPQPSSCSC. Result: 0 (no interaction). (3) The miRNA is hsa-miR-381-3p with sequence UAUACAAGGGCAAGCUCUCUGU. The protein sequence of the target gene is MARLGLLALLCTLAALSASLLAAELKSKSCSEVRRLYVSKGFNKNDAPLYEINGDHLKICPQDYTCCSQEMEEKYSLQSKDDFKTVVSEQCNHLQAIFASRYKKFDEFFKELLENAEKSLNDMFVKTYGHLYMQNSELFKDLFVELKRYYVAGNVNLEEMLNDFWARLLERMFRLVNSQYHFTDEYLECVSKYTEQLKPFGDVPRKLKLQVTRAFVAARTFAQGLAVARDVVSKVSVVNPTAQCTHALLKMIYCSHCRGLVTVKPCYNYCSNIMRGCLANQGDLDFEWNNFIDAMLMVAE.... Result: 0 (no interaction).